From a dataset of Catalyst prediction with 721,799 reactions and 888 catalyst types from USPTO. Predict which catalyst facilitates the given reaction. (1) Reactant: C(OC([N:11]1[CH2:14][CH:13]([C:15]2[CH:16]=[C:17]3[S:23][C:22]([NH:24][C:25]([O:27][C:28]([CH3:31])([CH3:30])[CH3:29])=[O:26])=[C:21]([C:32]([O:34][CH3:35])=[O:33])[C:18]3=[N:19][CH:20]=2)[CH2:12]1)=O)C1C=CC=CC=1. Product: [NH:11]1[CH2:14][CH:13]([C:15]2[CH:16]=[C:17]3[S:23][C:22]([NH:24][C:25]([O:27][C:28]([CH3:31])([CH3:30])[CH3:29])=[O:26])=[C:21]([C:32]([O:34][CH3:35])=[O:33])[C:18]3=[N:19][CH:20]=2)[CH2:12]1. The catalyst class is: 43. (2) Reactant: FC(F)(F)C(OC(=O)C(F)(F)F)=O.C(N(CC)CC)C.[CH3:21][O:22][C:23](=[O:45])[CH:24]([O:43][CH3:44])[CH:25]([C:27]1[CH:32]=[CH:31][C:30]([O:33]CC2C=CC=CC=2)=[C:29]([O:41][CH3:42])[CH:28]=1)O. Product: [CH3:21][O:22][C:23](=[O:45])[CH:24]([O:43][CH3:44])[CH2:25][C:27]1[CH:32]=[CH:31][C:30]([OH:33])=[C:29]([O:41][CH3:42])[CH:28]=1. The catalyst class is: 2.